From a dataset of Forward reaction prediction with 1.9M reactions from USPTO patents (1976-2016). Predict the product of the given reaction. (1) Given the reactants Cl[C:2]1[C:11]([CH:12]=[O:13])=[CH:10][C:9]2[C:4](=[CH:5][C:6]([F:15])=[C:7]([F:14])[CH:8]=2)[N:3]=1.C(N(CC)CC)C.C(O)=O.O, predict the reaction product. The product is: [F:14][C:7]1[CH:8]=[C:9]2[C:4](=[CH:5][C:6]=1[F:15])[N:3]=[CH:2][C:11]([CH:12]=[O:13])=[CH:10]2. (2) Given the reactants [NH:1]1[C:9]2[C:4](=[N:5][CH:6]=[CH:7][CH:8]=2)[CH:3]=[C:2]1[C:10]([NH2:12])=[O:11].[F:13][C:14]1[CH:19]=[CH:18][CH:17]=[CH:16][C:15]=1[S:20][S:20][C:15]1[CH:16]=[CH:17][CH:18]=[CH:19][C:14]=1[F:13], predict the reaction product. The product is: [F:13][C:14]1[CH:19]=[CH:18][CH:17]=[CH:16][C:15]=1[S:20][C:3]1[C:4]2=[N:5][CH:6]=[CH:7][CH:8]=[C:9]2[NH:1][C:2]=1[C:10]([NH2:12])=[O:11]. (3) Given the reactants Cl[C:2]1[C:3]2[CH2:11][N:10]([C:12]3[CH:19]=[CH:18][C:17]([CH3:20])=[CH:16][C:13]=3[C:14]#[N:15])[CH2:9][CH2:8][C:4]=2[N:5]=[CH:6][N:7]=1.[NH2:21][C@@H:22]([C:26]1[CH:27]=[N:28][C:29]([CH3:32])=[CH:30][CH:31]=1)[CH2:23][CH2:24][OH:25].C(N(CC)C(C)C)(C)C, predict the reaction product. The product is: [OH:25][CH2:24][CH2:23][C@@H:22]([NH:21][C:2]1[C:3]2[CH2:11][N:10]([C:12]3[CH:19]=[CH:18][C:17]([CH3:20])=[CH:16][C:13]=3[C:14]#[N:15])[CH2:9][CH2:8][C:4]=2[N:5]=[CH:6][N:7]=1)[C:26]1[CH:27]=[N:28][C:29]([CH3:32])=[CH:30][CH:31]=1. (4) Given the reactants [C:1]([OH:6])(=[O:5])[CH2:2][CH2:3][CH3:4].[C:7]1(C)[CH:12]=CC=[CH:9][CH:8]=1.C(O)C1C=CC=CC=1, predict the reaction product. The product is: [C:1]([O:6][CH2:12][CH2:7][CH2:8][CH3:9])(=[O:5])[CH2:2][CH2:3][CH3:4]. (5) Given the reactants [F:1][C:2]1[CH:3]=[C:4]([C:9](=[O:50])[C:10](=[C:41]2[NH:45][C:44]3[CH:46]=[CH:47][CH:48]=[CH:49][C:43]=3[NH:42]2)[C:11]([C:13]2[CH:14]=[C:15]([S:19]([NH:22][C:23](=[NH:40])[N:24]3[CH2:29][CH2:28][N:27](C(OCC4C=CC=CC=4)=O)[CH2:26][CH2:25]3)(=[O:21])=[O:20])[CH:16]=[CH:17][CH:18]=2)=[O:12])[CH:5]=[C:6]([F:8])[CH:7]=1, predict the reaction product. The product is: [F:1][C:2]1[CH:3]=[C:4]([C:9](=[O:50])[C:10](=[C:41]2[NH:42][C:43]3[CH:49]=[CH:48][CH:47]=[CH:46][C:44]=3[NH:45]2)[C:11]([C:13]2[CH:14]=[C:15]([S:19]([NH:22][C:23]([N:24]3[CH2:29][CH2:28][NH:27][CH2:26][CH2:25]3)=[NH:40])(=[O:20])=[O:21])[CH:16]=[CH:17][CH:18]=2)=[O:12])[CH:5]=[C:6]([F:8])[CH:7]=1. (6) Given the reactants [C:1]([SiH:4]([CH:8]([CH3:10])[CH3:9])[CH:5]([CH3:7])[CH3:6])([CH3:3])=[CH2:2].C([Br:14])C=C, predict the reaction product. The product is: [C:1]([SiH:4]([CH:8]([CH3:10])[CH3:9])[CH:5]([CH3:7])[CH3:6])([CH3:3])=[CH2:2].[C:1]([Si:4]([CH:8]([CH3:10])[CH3:9])([CH:5]([CH3:7])[CH3:6])[Br:14])([CH3:3])=[CH2:2]. (7) Given the reactants [H-].[Na+].[F:3][C:4]1[CH:5]=[C:6]([CH2:11][OH:12])[CH:7]=[CH:8][C:9]=1[F:10].Cl[C:14]1[CH:15]=[C:16]2[N:23](C(OC(C)(C)C)=O)[CH2:22][CH2:21][N:17]2[C:18](=[O:20])[N:19]=1, predict the reaction product. The product is: [F:3][C:4]1[CH:5]=[C:6]([CH:7]=[CH:8][C:9]=1[F:10])[CH2:11][O:12][C:14]1[CH:15]=[C:16]2[NH:23][CH2:22][CH2:21][N:17]2[C:18](=[O:20])[N:19]=1.